Dataset: NCI-60 drug combinations with 297,098 pairs across 59 cell lines. Task: Regression. Given two drug SMILES strings and cell line genomic features, predict the synergy score measuring deviation from expected non-interaction effect. Drug 1: C(CC(=O)O)C(=O)CN.Cl. Drug 2: COC1=C2C(=CC3=C1OC=C3)C=CC(=O)O2. Cell line: OVCAR3. Synergy scores: CSS=28.0, Synergy_ZIP=-7.57, Synergy_Bliss=-8.16, Synergy_Loewe=-4.58, Synergy_HSA=-7.28.